Dataset: Catalyst prediction with 721,799 reactions and 888 catalyst types from USPTO. Task: Predict which catalyst facilitates the given reaction. (1) Reactant: [Br:1][C:2]1[CH:3]=[C:4]2[C:8](=[CH:9][CH:10]=1)[CH:7]([NH2:11])[CH2:6][CH2:5]2.N1C=CC=CC=1.[C:18](O[C:18](=[O:21])[CH2:19][CH3:20])(=[O:21])[CH2:19][CH3:20]. Product: [Br:1][C:2]1[CH:3]=[C:4]2[C:8](=[CH:9][CH:10]=1)[CH:7]([NH:11][C:18](=[O:21])[CH2:19][CH3:20])[CH2:6][CH2:5]2. The catalyst class is: 4. (2) Reactant: [C:1]1(=[O:26])[N:5]([CH:6]([C:11]2[CH:16]=[CH:15][C:14]([O:17][CH3:18])=[C:13]([O:19][CH3:20])[CH:12]=2)[CH2:7][C:8]([NH2:10])=O)[C:4](=[O:21])[C:3]2=[CH:22][CH:23]=[CH:24][CH:25]=[C:2]12.CN1CCOCC1.S(Cl)(Cl)=O. Product: [C:4]1(=[O:21])[N:5]([CH:6]([C:11]2[CH:16]=[CH:15][C:14]([O:17][CH3:18])=[C:13]([O:19][CH3:20])[CH:12]=2)[CH2:7][C:8]#[N:10])[C:1](=[O:26])[C:2]2=[CH:25][CH:24]=[CH:23][CH:22]=[C:3]12. The catalyst class is: 9. (3) Reactant: [N:1]1([C:5]([C:7]2[CH:33]=[CH:32][C:10]([O:11][C:12]3[CH:13]=[C:14]([C:24]4[NH:28][C:27]([C:29](O)=[O:30])=[CH:26][CH:25]=4)[CH:15]=[C:16]([O:18][C@@H:19]([CH3:23])[CH2:20][O:21][CH3:22])[CH:17]=3)=[C:9]([F:34])[CH:8]=2)=[O:6])[CH2:4][CH2:3][CH2:2]1.[C:35]([NH:38][NH2:39])(=[O:37])[CH3:36].CN(C(ON1N=NC2C=CC=NC1=2)=[N+](C)C)C.F[P-](F)(F)(F)(F)F.C(N(CC)C(C)C)(C)C. Product: [C:35]([NH:38][NH:39][C:29]([C:27]1[NH:28][C:24]([C:14]2[CH:15]=[C:16]([O:18][C@@H:19]([CH3:23])[CH2:20][O:21][CH3:22])[CH:17]=[C:12]([O:11][C:10]3[CH:32]=[CH:33][C:7]([C:5]([N:1]4[CH2:2][CH2:3][CH2:4]4)=[O:6])=[CH:8][C:9]=3[F:34])[CH:13]=2)=[CH:25][CH:26]=1)=[O:30])(=[O:37])[CH3:36]. The catalyst class is: 4. (4) Reactant: [C:1]([O:5][C:6]([N:8]1[CH2:12][C@@H:11]([CH2:13][O:14][CH3:15])[CH2:10][C@H:9]1[C:16]([OH:18])=[O:17])=[O:7])([CH3:4])([CH3:3])[CH3:2].Br[CH2:20][C:21]([C:23]1[CH:28]=[CH:27][C:26]([Br:29])=[CH:25][CH:24]=1)=[O:22].C(N(CC)CC)C. The catalyst class is: 210. Product: [CH3:15][O:14][CH2:13][C@@H:11]1[CH2:12][N:8]([C:6]([O:5][C:1]([CH3:4])([CH3:2])[CH3:3])=[O:7])[C@H:9]([C:16]([O:18][CH2:20][C:21]([C:23]2[CH:28]=[CH:27][C:26]([Br:29])=[CH:25][CH:24]=2)=[O:22])=[O:17])[CH2:10]1. (5) Reactant: [CH3:1][O:2][CH2:3][CH2:4][O:5][C:6]1[CH:7]=[CH:8][C:9](/[CH:28]=[CH:29]/[C:30](=[O:40])[NH:31][S:32]([CH2:35][CH2:36][CH2:37][CH2:38][CH3:39])(=[O:34])=[O:33])=[C:10]([CH:27]=1)[O:11][C:12]1[N:17]=[CH:16][C:15]([NH:18]C(=O)OC(C)(C)C)=[CH:14][C:13]=1[CH3:26].CO.[ClH:43]. Product: [ClH:43].[ClH:43].[NH2:18][C:15]1[CH:14]=[C:13]([CH3:26])[C:12]([O:11][C:10]2[CH:27]=[C:6]([O:5][CH2:4][CH2:3][O:2][CH3:1])[CH:7]=[CH:8][C:9]=2/[CH:28]=[CH:29]/[C:30]([NH:31][S:32]([CH2:35][CH2:36][CH2:37][CH2:38][CH3:39])(=[O:34])=[O:33])=[O:40])=[N:17][CH:16]=1. The catalyst class is: 5.